This data is from Catalyst prediction with 721,799 reactions and 888 catalyst types from USPTO. The task is: Predict which catalyst facilitates the given reaction. Reactant: [O:1]=[C:2]([C:8]1[CH:17]=[CH:16][C:15]2[CH2:14][CH2:13][CH2:12][CH2:11][C:10]=2[CH:9]=1)[CH2:3][CH2:4][C:5]([OH:7])=O.[CH2:18]([C:25]1[S:29][C:28]([NH2:30])=[N:27][C:26]=1[C:31]1[CH:36]=[CH:35][CH:34]=[CH:33][CH:32]=1)[C:19]1[CH:24]=[CH:23][CH:22]=[CH:21][CH:20]=1.C1C=CC2N(O)N=NC=2C=1.CCN=C=NCCCN(C)C. Product: [CH2:18]([C:25]1[S:29][C:28]([NH:30][C:5](=[O:7])[CH2:4][CH2:3][C:2](=[O:1])[C:8]2[CH:17]=[CH:16][C:15]3[CH2:14][CH2:13][CH2:12][CH2:11][C:10]=3[CH:9]=2)=[N:27][C:26]=1[C:31]1[CH:36]=[CH:35][CH:34]=[CH:33][CH:32]=1)[C:19]1[CH:20]=[CH:21][CH:22]=[CH:23][CH:24]=1. The catalyst class is: 10.